Dataset: Forward reaction prediction with 1.9M reactions from USPTO patents (1976-2016). Task: Predict the product of the given reaction. (1) Given the reactants [CH2:1]([O:3][C:4]1[CH:12]=[CH:11][CH:10]=[C:9]([CH2:13][CH2:14][CH2:15][CH2:16][CH2:17][CH2:18][CH2:19][CH2:20][CH2:21][CH2:22][CH2:23][CH2:24][CH2:25][CH2:26][CH3:27])[C:5]=1[C:6](O)=[O:7])[CH3:2].S(Cl)([Cl:30])=O.CN(C)C=O, predict the reaction product. The product is: [CH2:1]([O:3][C:4]1[CH:12]=[CH:11][CH:10]=[C:9]([CH2:13][CH2:14][CH2:15][CH2:16][CH2:17][CH2:18][CH2:19][CH2:20][CH2:21][CH2:22][CH2:23][CH2:24][CH2:25][CH2:26][CH3:27])[C:5]=1[C:6]([Cl:30])=[O:7])[CH3:2]. (2) Given the reactants N[C@@H]1CCN([CH2:7][CH2:8][CH2:9][O:10][C:11]2[CH:16]=[CH:15][C:14]([C:17]3[CH:22]=[CH:21][C:20]([C:23]#[N:24])=[CH:19][CH:18]=3)=[CH:13][CH:12]=2)C1.[CH3:25][C@@:26]1([OH:31])[CH2:30][CH2:29][NH:28][CH2:27]1.C(=O)([O-])[O-].[K+].[K+].[I-].[K+], predict the reaction product. The product is: [OH:31][C@:26]1([CH3:25])[CH2:30][CH2:29][N:28]([CH2:7][CH2:8][CH2:9][O:10][C:11]2[CH:16]=[CH:15][C:14]([C:17]3[CH:22]=[CH:21][C:20]([C:23]#[N:24])=[CH:19][CH:18]=3)=[CH:13][CH:12]=2)[CH2:27]1. (3) Given the reactants [OH:1][C:2]1[CH:7]=[CH:6][C:5]([NH:8][CH2:9][C:10]([OH:12])=[O:11])=[CH:4][CH:3]=1.Cl[C:14]([O:16][CH2:17][C:18]1[CH:23]=[CH:22][CH:21]=[CH:20][CH:19]=1)=[O:15].O, predict the reaction product. The product is: [CH2:17]([O:16][C:14]([N:8]([C:5]1[CH:6]=[CH:7][C:2]([OH:1])=[CH:3][CH:4]=1)[CH2:9][C:10]([OH:12])=[O:11])=[O:15])[C:18]1[CH:23]=[CH:22][CH:21]=[CH:20][CH:19]=1. (4) Given the reactants [CH2:1]([C:4]1[N:13]([CH2:14][C:15]2[CH:20]=[CH:19][CH:18]=[CH:17][CH:16]=2)[C:12](=[O:21])[C:11]2[C:6](=[CH:7][CH:8]=[CH:9][CH:10]=2)[N:5]=1)[CH2:2][CH3:3].C([O-])(=O)C.[Na+].[Br:27]Br.O, predict the reaction product. The product is: [Br:27][CH:1]([C:4]1[N:13]([CH2:14][C:15]2[CH:16]=[CH:17][CH:18]=[CH:19][CH:20]=2)[C:12](=[O:21])[C:11]2[C:6](=[CH:7][CH:8]=[CH:9][CH:10]=2)[N:5]=1)[CH2:2][CH3:3]. (5) Given the reactants [Br:1][C:2]1[CH:10]=[CH:9][CH:8]=[C:7]2[C:3]=1[C:4](O)([C:25]1[C:34]([OH:35])=[CH:33][C:28]3[O:29][CH2:30][CH2:31][O:32][C:27]=3[CH:26]=1)[C:5](=[O:24])[N:6]2[CH:11]([C:18]1[CH:23]=[CH:22][CH:21]=[CH:20][CH:19]=1)[C:12]1[CH:17]=[CH:16][CH:15]=[CH:14][CH:13]=1.ClC1C=CC=C2C=1C(O)(C1C(O)=CC3OCCC=3C=1)C(=O)N2C(C1C=CC=CC=1)C1C=CC=CC=1, predict the reaction product. The product is: [Br:1][C:2]1[CH:10]=[CH:9][CH:8]=[C:7]2[C:3]=1[CH:4]([C:25]1[C:34]([OH:35])=[CH:33][C:28]3[O:29][CH2:30][CH2:31][O:32][C:27]=3[CH:26]=1)[C:5](=[O:24])[N:6]2[CH:11]([C:18]1[CH:23]=[CH:22][CH:21]=[CH:20][CH:19]=1)[C:12]1[CH:13]=[CH:14][CH:15]=[CH:16][CH:17]=1.